From a dataset of Forward reaction prediction with 1.9M reactions from USPTO patents (1976-2016). Predict the product of the given reaction. (1) Given the reactants [CH3:1][C:2]1[CH:7]=[CH:6][C:5]([C:8]([C:10]([C:12]2[CH:17]=[CH:16][C:15]([CH3:18])=[CH:14][CH:13]=2)=O)=O)=[CH:4][CH:3]=1.Cl.[NH2:20][CH2:21][C:22]([NH2:24])=[O:23].[OH-].[Na+].Cl.C(=O)(O)[O-].[K+], predict the reaction product. The product is: [CH3:1][C:2]1[CH:7]=[CH:6][C:5]([C:8]2[N:20]=[CH:21][C:22]([OH:23])=[N:24][C:10]=2[C:12]2[CH:17]=[CH:16][C:15]([CH3:18])=[CH:14][CH:13]=2)=[CH:4][CH:3]=1. (2) Given the reactants [NH2:1][CH2:2][CH2:3][N:4]1[CH:12]=[C:11]2[C:6]([N:7]=[C:8]([C:26]3[CH:31]=[CH:30][C:29]([F:32])=[CH:28][CH:27]=3)[C:9]([C:20]3[CH:25]=[CH:24][N:23]=[CH:22][CH:21]=3)=[C:10]2[C:13]2[CH:18]=[CH:17][C:16]([F:19])=[CH:15][CH:14]=2)=[N:5]1.[C:33](Cl)(=[O:40])[C:34]1[CH:39]=[CH:38][CH:37]=[N:36][CH:35]=1, predict the reaction product. The product is: [F:19][C:16]1[CH:17]=[CH:18][C:13]([C:10]2[C:11]3[C:6](=[N:5][N:4]([CH2:3][CH2:2][NH:1][C:33](=[O:40])[C:34]4[CH:39]=[CH:38][CH:37]=[N:36][CH:35]=4)[CH:12]=3)[N:7]=[C:8]([C:26]3[CH:27]=[CH:28][C:29]([F:32])=[CH:30][CH:31]=3)[C:9]=2[C:20]2[CH:25]=[CH:24][N:23]=[CH:22][CH:21]=2)=[CH:14][CH:15]=1. (3) Given the reactants [Cl:1][C:2]1[CH:7]=[CH:6][C:5]([O:8][C:9](=[O:24])[N:10]([CH2:12][CH2:13][C@H:14]2[CH2:19][CH2:18][C@H:17](/[CH:20]=[CH:21]/[CH2:22]Cl)[CH2:16][CH2:15]2)[CH3:11])=[CH:4][CH:3]=1.[NH:25]1[CH2:29][CH2:28][CH2:27][CH2:26]1, predict the reaction product. The product is: [Cl:1][C:2]1[CH:7]=[CH:6][C:5]([O:8][C:9](=[O:24])[N:10]([CH3:11])[CH2:12][CH2:13][C@H:14]2[CH2:19][CH2:18][C@H:17](/[CH:20]=[CH:21]/[CH2:22][N:25]3[CH2:29][CH2:28][CH2:27][CH2:26]3)[CH2:16][CH2:15]2)=[CH:4][CH:3]=1. (4) Given the reactants [CH3:1][N:2]1[C:6](=[CH:7][C:8]2[O:12][C:11]([C:13]3[CH:21]=[CH:20][C:16]([C:17]([OH:19])=O)=[CH:15][CH:14]=3)=[CH:10][CH:9]=2)[C:5](=[O:22])[NH:4][C:3]1=[O:23].CN(C(ON1N=NC2C=CC=CC1=2)=[N+](C)C)C.F[P-](F)(F)(F)(F)F.CCN(C(C)C)C(C)C.[CH3:57][N:58]1[CH2:64][CH2:63][CH2:62][NH:61][CH2:60][CH2:59]1, predict the reaction product. The product is: [CH3:1][N:2]1[C:6](=[CH:7][C:8]2[O:12][C:11]([C:13]3[CH:21]=[CH:20][C:16]([C:17]([N:61]4[CH2:62][CH2:63][CH2:64][N:58]([CH3:57])[CH2:59][CH2:60]4)=[O:19])=[CH:15][CH:14]=3)=[CH:10][CH:9]=2)[C:5](=[O:22])[NH:4][C:3]1=[O:23]. (5) The product is: [F:24][C:23]([F:26])([F:25])[C:21]1[CH:20]=[C:19]([CH:27]([C:44]2[N:45]=[N:46][N:47]([CH3:49])[N:48]=2)[N:28]2[C:37]3[C:32](=[CH:33][CH:34]=[C:35]([C:38]([F:39])([F:41])[F:40])[CH:36]=3)[N:31]([CH2:52][C@H:54]3[CH2:55][CH2:56][C@H:57]([CH2:60][C:61]([O:63][C:64]([CH3:65])([CH3:67])[CH3:66])=[O:62])[CH2:58][CH2:59]3)[CH:30]([CH2:42][CH3:43])[CH2:29]2)[CH:18]=[C:17]([C:16]([F:15])([F:50])[F:51])[CH:22]=1. Given the reactants [BH-](OC(C)=O)(OC(C)=O)OC(C)=O.[Na+].[F:15][C:16]([F:51])([F:50])[C:17]1[CH:18]=[C:19]([CH:27]([C:44]2[N:45]=[N:46][N:47]([CH3:49])[N:48]=2)[N:28]2[C:37]3[C:32](=[CH:33][CH:34]=[C:35]([C:38]([F:41])([F:40])[F:39])[CH:36]=3)[NH:31][CH:30]([CH2:42][CH3:43])[CH2:29]2)[CH:20]=[C:21]([C:23]([F:26])([F:25])[F:24])[CH:22]=1.[CH:52]([C@H:54]1[CH2:59][CH2:58][C@H:57]([CH2:60][C:61]([O:63][C:64]([CH3:67])([CH3:66])[CH3:65])=[O:62])[CH2:56][CH2:55]1)=O, predict the reaction product. (6) Given the reactants [C:1]1([C@@H:7]2[CH2:12][CH2:11][C@H:10]([CH:13]=[O:14])[CH2:9][CH2:8]2)[CH:6]=[CH:5][CH:4]=[CH:3][CH:2]=1.[BH4-].[Na+].Cl, predict the reaction product. The product is: [C:1]1([C@@H:7]2[CH2:12][CH2:11][C@H:10]([CH2:13][OH:14])[CH2:9][CH2:8]2)[CH:6]=[CH:5][CH:4]=[CH:3][CH:2]=1.